This data is from NCI-60 drug combinations with 297,098 pairs across 59 cell lines. The task is: Regression. Given two drug SMILES strings and cell line genomic features, predict the synergy score measuring deviation from expected non-interaction effect. Drug 1: CC12CCC3C(C1CCC2=O)CC(=C)C4=CC(=O)C=CC34C. Drug 2: C1CN(CCN1C(=O)CCBr)C(=O)CCBr. Cell line: SK-MEL-5. Synergy scores: CSS=52.2, Synergy_ZIP=-0.142, Synergy_Bliss=4.03, Synergy_Loewe=2.95, Synergy_HSA=4.45.